This data is from Full USPTO retrosynthesis dataset with 1.9M reactions from patents (1976-2016). The task is: Predict the reactants needed to synthesize the given product. (1) Given the product [NH2:42][C@@H:39]1[CH2:40][CH2:41][N:37]([S:34]([C:33]2[C:28]([NH2:27])=[N:29][CH:30]=[C:31]([C:21]3[CH:22]=[CH:23][C:17]4[O:16][CH2:15][CH2:14][N:13]([C:7]5[C:6]6[CH2:5][CH2:4][C@H:3]([CH2:1][CH3:2])[CH2:12][C:11]=6[N:10]=[CH:9][N:8]=5)[CH2:19][C:18]=4[CH:20]=3)[CH:32]=2)(=[O:35])=[O:36])[CH2:38]1, predict the reactants needed to synthesize it. The reactants are: [CH2:1]([C@@H:3]1[CH2:12][C:11]2[N:10]=[CH:9][N:8]=[C:7]([N:13]3[CH2:19][C:18]4[CH:20]=[C:21](B(O)O)[CH:22]=[CH:23][C:17]=4[O:16][CH2:15][CH2:14]3)[C:6]=2[CH2:5][CH2:4]1)[CH3:2].[NH2:27][C:28]1[C:33]([S:34]([N:37]2[CH2:41][CH2:40][C@@H:39]([NH:42]C(=O)OC(C)(C)C)[CH2:38]2)(=[O:36])=[O:35])=[CH:32][C:31](Br)=[CH:30][N:29]=1. (2) Given the product [Cl:24][C:21]1[CH:20]=[CH:19][C:18]([C:12]2[C:11]3[CH2:10][CH2:9][NH:8][CH2:17][CH2:16][C:15]=3[N:14]([CH2:30][C:29]3[CH:32]=[C:33]([O:37][CH3:38])[C:34]([O:35][CH3:36])=[C:27]([O:26][CH3:25])[CH:28]=3)[N:13]=2)=[CH:23][CH:22]=1, predict the reactants needed to synthesize it. The reactants are: C(OC([N:8]1[CH2:17][CH2:16][C:15]2[NH:14][N:13]=[C:12]([C:18]3[CH:23]=[CH:22][C:21]([Cl:24])=[CH:20][CH:19]=3)[C:11]=2[CH2:10][CH2:9]1)=O)(C)(C)C.[CH3:25][O:26][C:27]1[CH:28]=[C:29]([CH:32]=[C:33]([O:37][CH3:38])[C:34]=1[O:35][CH3:36])[CH2:30]Cl.C(OC(N1CCC2C(=C(C3C=CC(Cl)=CC=3)N(CC3C=C(OC)C(OC)=C(OC)C=3)N=2)CC1)=O)(C)(C)C.